From a dataset of NCI-60 drug combinations with 297,098 pairs across 59 cell lines. Regression. Given two drug SMILES strings and cell line genomic features, predict the synergy score measuring deviation from expected non-interaction effect. (1) Drug 1: CCN(CC)CCNC(=O)C1=C(NC(=C1C)C=C2C3=C(C=CC(=C3)F)NC2=O)C. Drug 2: C(CN)CNCCSP(=O)(O)O. Synergy scores: CSS=-5.22, Synergy_ZIP=9.34, Synergy_Bliss=9.66, Synergy_Loewe=-1.23, Synergy_HSA=-3.50. Cell line: K-562. (2) Drug 1: CS(=O)(=O)C1=CC(=C(C=C1)C(=O)NC2=CC(=C(C=C2)Cl)C3=CC=CC=N3)Cl. Drug 2: C(CC(=O)O)C(=O)CN.Cl. Cell line: HOP-62. Synergy scores: CSS=3.17, Synergy_ZIP=-5.15, Synergy_Bliss=-7.59, Synergy_Loewe=-7.19, Synergy_HSA=-7.65. (3) Drug 1: CC1CCC2CC(C(=CC=CC=CC(CC(C(=O)C(C(C(=CC(C(=O)CC(OC(=O)C3CCCCN3C(=O)C(=O)C1(O2)O)C(C)CC4CCC(C(C4)OC)OCCO)C)C)O)OC)C)C)C)OC. Drug 2: C1CN(P(=O)(OC1)NCCCl)CCCl. Cell line: UO-31. Synergy scores: CSS=10.2, Synergy_ZIP=-0.836, Synergy_Bliss=2.66, Synergy_Loewe=-69.9, Synergy_HSA=0.460. (4) Drug 1: CCC1=CC2CC(C3=C(CN(C2)C1)C4=CC=CC=C4N3)(C5=C(C=C6C(=C5)C78CCN9C7C(C=CC9)(C(C(C8N6C)(C(=O)OC)O)OC(=O)C)CC)OC)C(=O)OC.C(C(C(=O)O)O)(C(=O)O)O. Drug 2: C1=CC=C(C(=C1)C(C2=CC=C(C=C2)Cl)C(Cl)Cl)Cl. Cell line: IGROV1. Synergy scores: CSS=40.8, Synergy_ZIP=2.76, Synergy_Bliss=4.84, Synergy_Loewe=-50.8, Synergy_HSA=4.75. (5) Drug 1: C1=NC2=C(N=C(N=C2N1C3C(C(C(O3)CO)O)O)F)N. Drug 2: C1CN1C2=NC(=NC(=N2)N3CC3)N4CC4. Cell line: U251. Synergy scores: CSS=32.0, Synergy_ZIP=-0.536, Synergy_Bliss=-3.24, Synergy_Loewe=-7.90, Synergy_HSA=-1.71. (6) Drug 1: CN(C)N=NC1=C(NC=N1)C(=O)N. Drug 2: C(CN)CNCCSP(=O)(O)O. Cell line: NCI-H322M. Synergy scores: CSS=-1.24, Synergy_ZIP=1.28, Synergy_Bliss=2.92, Synergy_Loewe=-0.525, Synergy_HSA=0.101. (7) Drug 1: CCCCCOC(=O)NC1=NC(=O)N(C=C1F)C2C(C(C(O2)C)O)O. Drug 2: B(C(CC(C)C)NC(=O)C(CC1=CC=CC=C1)NC(=O)C2=NC=CN=C2)(O)O. Cell line: UACC62. Synergy scores: CSS=26.4, Synergy_ZIP=2.73, Synergy_Bliss=2.50, Synergy_Loewe=-66.4, Synergy_HSA=-0.834. (8) Drug 1: C1CN1C2=NC(=NC(=N2)N3CC3)N4CC4. Drug 2: CCC1=CC2CC(C3=C(CN(C2)C1)C4=CC=CC=C4N3)(C5=C(C=C6C(=C5)C78CCN9C7C(C=CC9)(C(C(C8N6C)(C(=O)OC)O)OC(=O)C)CC)OC)C(=O)OC.C(C(C(=O)O)O)(C(=O)O)O. Cell line: MCF7. Synergy scores: CSS=26.9, Synergy_ZIP=-10.4, Synergy_Bliss=-13.5, Synergy_Loewe=-10.3, Synergy_HSA=-6.75.